Dataset: NCI-60 drug combinations with 297,098 pairs across 59 cell lines. Task: Regression. Given two drug SMILES strings and cell line genomic features, predict the synergy score measuring deviation from expected non-interaction effect. (1) Drug 1: CC1CCC2CC(C(=CC=CC=CC(CC(C(=O)C(C(C(=CC(C(=O)CC(OC(=O)C3CCCCN3C(=O)C(=O)C1(O2)O)C(C)CC4CCC(C(C4)OC)OCCO)C)C)O)OC)C)C)C)OC. Drug 2: CCC1(C2=C(COC1=O)C(=O)N3CC4=CC5=C(C=CC(=C5CN(C)C)O)N=C4C3=C2)O.Cl. Cell line: M14. Synergy scores: CSS=29.1, Synergy_ZIP=0.796, Synergy_Bliss=5.19, Synergy_Loewe=0.402, Synergy_HSA=4.58. (2) Drug 1: CC1=C(C=C(C=C1)C(=O)NC2=CC(=CC(=C2)C(F)(F)F)N3C=C(N=C3)C)NC4=NC=CC(=N4)C5=CN=CC=C5. Drug 2: B(C(CC(C)C)NC(=O)C(CC1=CC=CC=C1)NC(=O)C2=NC=CN=C2)(O)O. Cell line: MDA-MB-435. Synergy scores: CSS=58.3, Synergy_ZIP=1.44, Synergy_Bliss=3.43, Synergy_Loewe=-22.2, Synergy_HSA=0.506. (3) Drug 1: CN(C)N=NC1=C(NC=N1)C(=O)N. Drug 2: CCC1(C2=C(COC1=O)C(=O)N3CC4=CC5=C(C=CC(=C5CN(C)C)O)N=C4C3=C2)O.Cl. Cell line: RXF 393. Synergy scores: CSS=8.96, Synergy_ZIP=-4.29, Synergy_Bliss=-0.436, Synergy_Loewe=-7.94, Synergy_HSA=-0.227. (4) Drug 1: CC1C(C(=O)NC(C(=O)N2CCCC2C(=O)N(CC(=O)N(C(C(=O)O1)C(C)C)C)C)C(C)C)NC(=O)C3=C4C(=C(C=C3)C)OC5=C(C(=O)C(=C(C5=N4)C(=O)NC6C(OC(=O)C(N(C(=O)CN(C(=O)C7CCCN7C(=O)C(NC6=O)C(C)C)C)C)C(C)C)C)N)C. Drug 2: COC1=NC(=NC2=C1N=CN2C3C(C(C(O3)CO)O)O)N. Cell line: HS 578T. Synergy scores: CSS=2.67, Synergy_ZIP=1.48, Synergy_Bliss=2.90, Synergy_Loewe=-0.232, Synergy_HSA=-0.0900. (5) Drug 1: CC12CCC3C(C1CCC2O)C(CC4=C3C=CC(=C4)O)CCCCCCCCCS(=O)CCCC(C(F)(F)F)(F)F. Drug 2: CCC1=C2CN3C(=CC4=C(C3=O)COC(=O)C4(CC)O)C2=NC5=C1C=C(C=C5)O. Cell line: SR. Synergy scores: CSS=59.9, Synergy_ZIP=6.77, Synergy_Bliss=6.23, Synergy_Loewe=-34.4, Synergy_HSA=3.85. (6) Drug 1: C1=CC(=CC=C1CCC2=CNC3=C2C(=O)NC(=N3)N)C(=O)NC(CCC(=O)O)C(=O)O. Drug 2: CNC(=O)C1=NC=CC(=C1)OC2=CC=C(C=C2)NC(=O)NC3=CC(=C(C=C3)Cl)C(F)(F)F. Cell line: K-562. Synergy scores: CSS=41.6, Synergy_ZIP=-5.22, Synergy_Bliss=-10.1, Synergy_Loewe=-7.63, Synergy_HSA=-6.81. (7) Drug 1: C1=CC(=CC=C1CCCC(=O)O)N(CCCl)CCCl. Drug 2: CC1C(C(CC(O1)OC2CC(CC3=C2C(=C4C(=C3O)C(=O)C5=CC=CC=C5C4=O)O)(C(=O)C)O)N)O. Cell line: CAKI-1. Synergy scores: CSS=38.7, Synergy_ZIP=1.29, Synergy_Bliss=5.42, Synergy_Loewe=-12.8, Synergy_HSA=6.12.